Dataset: Catalyst prediction with 721,799 reactions and 888 catalyst types from USPTO. Task: Predict which catalyst facilitates the given reaction. (1) Reactant: Cl.Cl.[F:3][C:4]1[C:12]([C:13]2[C:21]3[C:20]([NH2:22])=[N:19][CH:18]=[N:17][C:16]=3[N:15]([CH3:23])[CH:14]=2)=[CH:11][CH:10]=[C:9]2[C:5]=1[CH2:6][CH2:7][NH:8]2.CN(C(ON1N=NC2C=CC=NC1=2)=[N+](C)C)C.F[P-](F)(F)(F)(F)F.CCN(C(C)C)C(C)C.[F:57][C:58]1[CH:63]=[CH:62][C:61]([CH2:64][C:65](O)=[O:66])=[CH:60][C:59]=1[C:68]([F:71])([F:70])[F:69]. The catalyst class is: 655. Product: [F:3][C:4]1[C:12]([C:13]2[C:21]3[C:20]([NH2:22])=[N:19][CH:18]=[N:17][C:16]=3[N:15]([CH3:23])[CH:14]=2)=[CH:11][CH:10]=[C:9]2[C:5]=1[CH2:6][CH2:7][N:8]2[C:65](=[O:66])[CH2:64][C:61]1[CH:62]=[CH:63][C:58]([F:57])=[C:59]([C:68]([F:69])([F:71])[F:70])[CH:60]=1. (2) Reactant: [N+:1]([O-:4])([O-])=[O:2].[K+].[Br:6][C:7]1[C:12]([F:13])=[CH:11][CH:10]=[CH:9][C:8]=1[F:14]. Product: [Br:6][C:7]1[C:12]([F:13])=[C:11]([N+:1]([O-:4])=[O:2])[CH:10]=[CH:9][C:8]=1[F:14]. The catalyst class is: 82. (3) Reactant: [CH3:1][N:2]1[C:6]([C:7]2[CH:8]=[N:9][NH:10][C:11]=2[NH2:12])=[CH:5][CH:4]=[N:3]1.[CH2:13]([N:15]1[C:23]2[C:18](=[CH:19][C:20]([C:24](=O)[CH2:25][C:26](OCC)=[O:27])=[CH:21][CH:22]=2)[CH:17]=[N:16]1)[CH3:14].CC1C=CC(S(O)(=O)=O)=CC=1. Product: [CH2:13]([N:15]1[C:23]2[C:18](=[CH:19][C:20]([C:24]3[NH:12][C:11]4[N:10]([N:9]=[CH:8][C:7]=4[C:6]4[N:2]([CH3:1])[N:3]=[CH:4][CH:5]=4)[C:26](=[O:27])[CH:25]=3)=[CH:21][CH:22]=2)[CH:17]=[N:16]1)[CH3:14]. The catalyst class is: 114. (4) Reactant: [C@@H:1]12[CH2:6][C@@H:5]1[CH2:4][CH2:3][C:2]2=O.CC(C)([O-])C.[K+].[C:14](OCC)(=O)[C:15]([O:17][CH2:18][CH3:19])=[O:16].[NH2:24][NH2:25].Cl. Product: [CH2:6]1[C@@H:5]2[CH2:4][C:3]3[C:14]([C:15]([O:17][CH2:18][CH3:19])=[O:16])=[N:24][NH:25][C:2]=3[C@H:1]12. The catalyst class is: 8. (5) Reactant: C(OC(=O)[NH:7][C:8]1([C:19]2[CH:24]=[CH:23][CH:22]=[C:21]([C:25]([CH3:28])([CH3:27])[CH3:26])[CH:20]=2)[CH2:17][CH2:16][C:15]2[N:14]=[C:13]([CH3:18])[N:12]=[CH:11][C:10]=2[CH2:9]1)(C)(C)C. Product: [C:25]([C:21]1[CH:20]=[C:19]([C:8]2([NH2:7])[CH2:17][CH2:16][C:15]3[N:14]=[C:13]([CH3:18])[N:12]=[CH:11][C:10]=3[CH2:9]2)[CH:24]=[CH:23][CH:22]=1)([CH3:28])([CH3:27])[CH3:26]. The catalyst class is: 2. (6) Reactant: [NH2:1][N:2]1[CH2:7][CH2:6][N:5]([C:8]([O:10][C:11]([CH3:14])([CH3:13])[CH3:12])=[O:9])[CH2:4][CH2:3]1.[O:15]=[C:16]1[CH2:21][S:20][C:19]2[CH:22]=[CH:23][C:24]([C:26](O)=[O:27])=[N:25][C:18]=2[NH:17]1.C(Cl)CCl.C1C=CC2N(O)N=NC=2C=1. Product: [O:15]=[C:16]1[CH2:21][S:20][C:19]2[CH:22]=[CH:23][C:24]([C:26]([NH:1][N:2]3[CH2:3][CH2:4][N:5]([C:8]([O:10][C:11]([CH3:14])([CH3:13])[CH3:12])=[O:9])[CH2:6][CH2:7]3)=[O:27])=[N:25][C:18]=2[NH:17]1. The catalyst class is: 59.